The task is: Predict the reaction yield, written as a fraction of the theoretical maximum amount of product (1.0 means a 100% yield; for example, 0.34 means a 34% yield).. This data is from Reaction yield outcomes from USPTO patents with 853,638 reactions. (1) The reactants are COC(=O)[CH2:4][C@H:5]([N:9]([C:16]([O:18][C:19]([CH3:22])([CH3:21])[CH3:20])=[O:17])[CH2:10][CH2:11][C:12](OC)=O)[C:6]([OH:8])=O.C[O-].[Na+].CO.[C:29](N)(C)(C)[CH3:30]. The catalyst is C1COCC1. The product is [CH:6]([CH:5]1[N:9]([C:16]([O:18][C:19]([CH3:20])([CH3:21])[CH3:22])=[O:17])[CH2:10][CH2:11][C:12]2([CH2:30][CH2:29]2)[CH2:4]1)=[O:8]. The yield is 0.450. (2) The reactants are C(N1C=CN=C1)(N1C=CN=C1)=O.[CH:13]1([C:19]2[C:20]3[CH:21]=[CH:22][C:23]([C:43](O)=[O:44])=[CH:24][C:25]=3[N:26]3[CH2:32][C:31]([C:33]([O:35][CH3:36])=[O:34])=[CH:30][C:29]4[CH:37]=[C:38]([O:41][CH3:42])[CH:39]=[CH:40][C:28]=4[C:27]=23)[CH2:18][CH2:17][CH2:16][CH2:15][CH2:14]1.[CH:46]1([S:49]([NH2:52])(=[O:51])=[O:50])[CH2:48][CH2:47]1.C1CCN2C(=NCCC2)CC1. The catalyst is C1COCC1.CCOC(C)=O. The product is [CH:13]1([C:19]2[C:20]3[CH:21]=[CH:22][C:23]([C:43](=[O:44])[NH:52][S:49]([CH:46]4[CH2:48][CH2:47]4)(=[O:51])=[O:50])=[CH:24][C:25]=3[N:26]3[CH2:32][C:31]([C:33]([O:35][CH3:36])=[O:34])=[CH:30][C:29]4[CH:37]=[C:38]([O:41][CH3:42])[CH:39]=[CH:40][C:28]=4[C:27]=23)[CH2:18][CH2:17][CH2:16][CH2:15][CH2:14]1. The yield is 0.890. (3) The reactants are [CH3:1][C:2]1[CH:3]=[C:4]([C:9]2[N:10]=[C:11]([NH2:20])[S:12][C:13]=2[C:14]2[CH:19]=[CH:18][N:17]=[CH:16][CH:15]=2)[CH:5]=[C:6]([CH3:8])[CH:7]=1.[C:21]1([CH2:27][C:28](Cl)=[O:29])[CH:26]=[CH:25][CH:24]=[CH:23][CH:22]=1.C(=O)([O-])O.[Na+]. The catalyst is CN(C)C1C=CN=CC=1.CN(C)C(=O)C. The product is [CH3:1][C:2]1[CH:3]=[C:4]([C:9]2[N:10]=[C:11]([NH:20][C:28](=[O:29])[CH2:27][C:21]3[CH:26]=[CH:25][CH:24]=[CH:23][CH:22]=3)[S:12][C:13]=2[C:14]2[CH:19]=[CH:18][N:17]=[CH:16][CH:15]=2)[CH:5]=[C:6]([CH3:8])[CH:7]=1. The yield is 0.460. (4) The reactants are [Si:1]([O:8][CH2:9][CH2:10][C:11]([C:16]1[CH:21]=[CH:20][CH:19]=[CH:18][CH:17]=1)([OH:15])[CH2:12][CH2:13]Cl)([C:4]([CH3:7])([CH3:6])[CH3:5])([CH3:3])[CH3:2].[N-:22]=[N+:23]=[N-:24].[Na+]. The catalyst is CN(C=O)C.CCOC(C)=O. The product is [N:22]([CH2:13][CH2:12][C:11]([C:16]1[CH:21]=[CH:20][CH:19]=[CH:18][CH:17]=1)([OH:15])[CH2:10][CH2:9][O:8][Si:1]([C:4]([CH3:7])([CH3:6])[CH3:5])([CH3:3])[CH3:2])=[N+:23]=[N-:24]. The yield is 1.00. (5) The reactants are Cl[C:2]1[C:11]2[C:6](=[CH:7][CH:8]=[C:9]([C:12]([O:14][CH2:15][CH3:16])=[O:13])[CH:10]=2)[CH:5]=[CH:4][N:3]=1.[CH3:17][O:18][C:19]1[CH:26]=[CH:25][C:22]([CH2:23][NH2:24])=[CH:21][CH:20]=1.C(=O)([O-])[O-].[K+].[K+]. The catalyst is CN(C)C=O.C(OCC)(=O)C.O. The product is [CH3:17][O:18][C:19]1[CH:26]=[CH:25][C:22]([CH2:23][NH:24][C:2]2[C:11]3[C:6](=[CH:7][CH:8]=[C:9]([C:12]([O:14][CH2:15][CH3:16])=[O:13])[CH:10]=3)[CH:5]=[CH:4][N:3]=2)=[CH:21][CH:20]=1. The yield is 0.550. (6) The reactants are [NH2:1][C:2]1[S:6][N:5]=[C:4]([CH3:7])[C:3]=1[C:8]#[N:9].[C:10](Cl)(=[O:15])[CH2:11][CH:12]([CH3:14])[CH3:13]. The catalyst is N1C=CC=CC=1.C(Cl)(Cl)Cl. The product is [C:8]([C:3]1[C:4]([CH3:7])=[N:5][S:6][C:2]=1[NH:1][C:10](=[O:15])[CH2:11][CH:12]([CH3:14])[CH3:13])#[N:9]. The yield is 0.880.